Dataset: Forward reaction prediction with 1.9M reactions from USPTO patents (1976-2016). Task: Predict the product of the given reaction. (1) Given the reactants [N+:1]([C:4]1[CH:9]=[C:8]([N+:10]([O-:12])=[O:11])[CH:7]=[CH:6][C:5]=1[NH:13][CH2:14][CH2:15][CH2:16][CH2:17][CH2:18][CH2:19][CH2:20][CH2:21][NH:22][C:23]([CH:25]1[CH2:29]C=CC1)=[O:24])([O-:3])=[O:2].C[N+]1([O-])CC[O:34]CC1.C(#N)C.[CH3:41][C:42]([CH3:44])=[O:43].O, predict the reaction product. The product is: [N+:1]([C:4]1[CH:9]=[C:8]([N+:10]([O-:12])=[O:11])[CH:7]=[CH:6][C:5]=1[NH:13][CH2:14][CH2:15][CH2:16][CH2:17][CH2:18][CH2:19][CH2:20][CH2:21][NH:22][C:23]([CH:25]1[CH2:44][CH:42]([OH:43])[CH:41]([OH:34])[CH2:29]1)=[O:24])([O-:3])=[O:2]. (2) Given the reactants [NH2:1][C@@H:2]([C:8]([OH:10])=[O:9])[CH2:3][CH2:4][CH2:5][CH2:6][NH2:7].N[C@H](C(O)=O)CCCNC(=N)N.N[C@@H](C(O)=O)CCCNC(=N)N.N[C@H](C(O)=O)CCSC.N[C@@H](C(O)=O)CCSC.N[C@@H](C(O)=O)[C@@H](CC)C.N[C@H](C(O)=O)CCCN, predict the reaction product. The product is: [NH2:1][C@H:2]([C:8]([OH:10])=[O:9])[CH2:3][CH2:4][CH2:5][CH2:6][NH2:7]. (3) Given the reactants Br[C:2]1[CH:7]=[CH:6][C:5]([C:8]2[N:9]([CH2:14][CH:15]3[CH2:19][CH2:18][N:17]([C:20]([CH:22]4[CH2:24][CH2:23]4)=[O:21])[CH2:16]3)[C:10]([CH3:13])=[CH:11][N:12]=2)=[CH:4][CH:3]=1.[Cl:25][C:26]1[CH:27]=[C:28](B(O)O)[CH:29]=[CH:30][C:31]=1[F:32].C([O-])([O-])=O.[K+].[K+], predict the reaction product. The product is: [Cl:25][C:26]1[CH:27]=[C:28]([C:2]2[CH:7]=[CH:6][C:5]([C:8]3[N:9]([CH2:14][CH:15]4[CH2:19][CH2:18][N:17]([C:20]([CH:22]5[CH2:24][CH2:23]5)=[O:21])[CH2:16]4)[C:10]([CH3:13])=[CH:11][N:12]=3)=[CH:4][CH:3]=2)[CH:29]=[CH:30][C:31]=1[F:32].